This data is from Forward reaction prediction with 1.9M reactions from USPTO patents (1976-2016). The task is: Predict the product of the given reaction. (1) The product is: [CH2:24]([O:23][C:22](=[O:31])[NH:21][C@@H:14]([C:15]1[CH:20]=[CH:19][CH:18]=[CH:17][CH:16]=1)[CH2:13][N:10]1[CH2:11][CH2:12][CH2:8][CH2:9]1)[C:25]1[CH:30]=[CH:29][CH:28]=[CH:27][CH:26]=1. Given the reactants [H-].[H-].[H-].[H-].[Li+].[Al+3].O[C@H:8]1[CH2:12][CH2:11][N:10]([C:13](=O)[C@@H:14]([NH:21][C:22](=[O:31])[O:23][CH2:24][C:25]2[CH:30]=[CH:29][CH:28]=[CH:27][CH:26]=2)[C:15]2[CH:20]=[CH:19][CH:18]=[CH:17][CH:16]=2)[CH2:9]1, predict the reaction product. (2) The product is: [F:1][C:2]1[C:10]([O:11][C:12]2[C:21]3[C:16](=[CH:17][C:18]([O:24][CH2:27][CH2:28][C:29]4[CH:34]=[CH:33][N:32]=[CH:31][CH:30]=4)=[C:19]([O:22][CH3:23])[CH:20]=3)[N:15]=[N:14][CH:13]=2)=[CH:9][CH:8]=[C:7]2[C:3]=1[CH:4]=[C:5]([CH3:25])[NH:6]2. Given the reactants [F:1][C:2]1[C:10]([O:11][C:12]2[C:21]3[C:16](=[CH:17][C:18]([OH:24])=[C:19]([O:22][CH3:23])[CH:20]=3)[N:15]=[N:14][CH:13]=2)=[CH:9][CH:8]=[C:7]2[C:3]=1[CH:4]=[C:5]([CH3:25])[NH:6]2.O[CH2:27][CH2:28][C:29]1[CH:34]=[CH:33][N:32]=[CH:31][CH:30]=1, predict the reaction product. (3) Given the reactants [Cl:1][C:2]1[CH:32]=[CH:31][C:5]([C:6]([N:8]2[CH2:14][C:13]3[CH:15]=[CH:16][CH:17]=[CH:18][C:12]=3[N:11]([CH2:19][C:20]3[CH:25]=[CH:24][CH:23]=[C:22]([C:26](OC)=O)[CH:21]=3)[C:10](=[O:30])[CH2:9]2)=[O:7])=[CH:4][CH:3]=1.[OH-].[Li+].[Cl:35]C(OCC)=O.[BH4-].[Na+].CS(Cl)(=O)=O, predict the reaction product. The product is: [Cl:1][C:2]1[CH:32]=[CH:31][C:5]([C:6]([N:8]2[CH2:14][C:13]3[CH:15]=[CH:16][CH:17]=[CH:18][C:12]=3[N:11]([CH2:19][C:20]3[CH:25]=[CH:24][CH:23]=[C:22]([CH2:26][Cl:35])[CH:21]=3)[C:10](=[O:30])[CH2:9]2)=[O:7])=[CH:4][CH:3]=1. (4) The product is: [N:21]1([CH2:2][CH2:3][O:4][C:5]2[CH:20]=[CH:19][C:8]3[C:9]([C:12]4[CH:17]=[CH:16][C:15]([Br:18])=[CH:14][CH:13]=4)=[N:10][S:11][C:7]=3[CH:6]=2)[CH2:24][CH2:23][CH2:22]1. Given the reactants Br[CH2:2][CH2:3][O:4][C:5]1[CH:20]=[CH:19][C:8]2[C:9]([C:12]3[CH:17]=[CH:16][C:15]([Br:18])=[CH:14][CH:13]=3)=[N:10][S:11][C:7]=2[CH:6]=1.[NH:21]1[CH2:24][CH2:23][CH2:22]1, predict the reaction product. (5) Given the reactants [F:1][C:2]1[CH:3]=[CH:4][C:5]2[S:11][CH2:10][CH2:9][CH2:8][C:7](=[O:12])[C:6]=2[CH:13]=1.[Br:14]Br.O, predict the reaction product. The product is: [Br:14][CH:8]1[C:7](=[O:12])[C:6]2[CH:13]=[C:2]([F:1])[CH:3]=[CH:4][C:5]=2[S:11][CH2:10][CH2:9]1. (6) The product is: [CH3:1][O:2][C:3]1[CH:12]=[C:11]2[C:6]([CH2:7][CH2:8][CH:9]=[C:10]2[CH2:16][C:14]#[N:15])=[CH:5][CH:4]=1. Given the reactants [CH3:1][O:2][C:3]1[CH:12]=[C:11]2[C:6]([CH2:7][CH2:8][CH2:9][C:10]2=O)=[CH:5][CH:4]=1.[C:14]([CH2:16]C(O)=O)#[N:15].C(O)(=O)CCCCCC.NC1C=CC=CC=1, predict the reaction product. (7) Given the reactants COC(=O)[CH2:4][NH:5][CH2:6][C@H:7]1[CH2:11][CH2:10][CH2:9][N:8]1[C:12]([O:14]C(C)(C)C)=O.FC(F)(F)C(O)=O, predict the reaction product. The product is: [CH2:6]1[NH:5][CH2:4][C:12](=[O:14])[N:8]2[CH2:9][CH2:10][CH2:11][C@H:7]12. (8) Given the reactants [S:1]1[CH2:6][CH2:5][C:4](=[O:7])[CH2:3][CH2:2]1.[CH3:8][O:9][S:10]([C:13]([F:16])([F:15])[F:14])(=[O:12])=[O:11], predict the reaction product. The product is: [OH:12][S:10]([C:13]([F:16])([F:15])[F:14])(=[O:11])=[O:9].[CH3:8][CH:2]1[CH2:3][C:4](=[O:7])[CH2:5][CH2:6][S:1]1.